This data is from Peptide-MHC class II binding affinity with 134,281 pairs from IEDB. The task is: Regression. Given a peptide amino acid sequence and an MHC pseudo amino acid sequence, predict their binding affinity value. This is MHC class II binding data. (1) The peptide sequence is GEFQIVDKIDAAFKI. The MHC is DRB1_1201 with pseudo-sequence DRB1_1201. The binding affinity (normalized) is 0.620. (2) The peptide sequence is AFVATTNPWASQEG. The MHC is DRB1_1201 with pseudo-sequence DRB1_1201. The binding affinity (normalized) is 0. (3) The binding affinity (normalized) is 0.561. The MHC is DRB1_0101 with pseudo-sequence DRB1_0101. The peptide sequence is NLYIKKLLEDLTMDD. (4) The peptide sequence is KYTATISGLKPGVDY. The MHC is DRB1_0405 with pseudo-sequence DRB1_0405. The binding affinity (normalized) is 0.564. (5) The peptide sequence is YDKFLANVSTVLFGK. The MHC is DRB1_1302 with pseudo-sequence DRB1_1302. The binding affinity (normalized) is 0.813. (6) The peptide sequence is AFKVAATEANAAPAN. The MHC is HLA-DPA10201-DPB11401 with pseudo-sequence HLA-DPA10201-DPB11401. The binding affinity (normalized) is 0.470. (7) The peptide sequence is SQNRKDIKLIDVEMT. The MHC is H-2-IAd with pseudo-sequence H-2-IAd. The binding affinity (normalized) is 0.587.